Predict the product of the given reaction. From a dataset of Forward reaction prediction with 1.9M reactions from USPTO patents (1976-2016). (1) Given the reactants [F:1][C:2]1[CH:28]=[CH:27][C:5]([C:6]([C:8]2[CH:9]=[N:10][C:11]([N:14]3[CH2:19][CH2:18][N:17](C(OC(C)(C)C)=O)[CH2:16][CH2:15]3)=[N:12][CH:13]=2)=[O:7])=[CH:4][CH:3]=1.Cl, predict the reaction product. The product is: [F:1][C:2]1[CH:28]=[CH:27][C:5]([C:6]([C:8]2[CH:9]=[N:10][C:11]([N:14]3[CH2:19][CH2:18][NH:17][CH2:16][CH2:15]3)=[N:12][CH:13]=2)=[O:7])=[CH:4][CH:3]=1. (2) Given the reactants [Si:1]([O:8][CH2:9][CH2:10][CH2:11][CH2:12][O:13][C:14]1[CH:15]=[C:16]([CH:33]=[CH:34][C:35](OC)=[O:36])[CH:17]=[C:18]([O:20][CH2:21][CH2:22][CH2:23][CH2:24][O:25][Si:26]([C:29]([CH3:32])([CH3:31])[CH3:30])([CH3:28])[CH3:27])[CH:19]=1)([C:4]([CH3:7])([CH3:6])[CH3:5])([CH3:3])[CH3:2].[H-].[Al+3].[Li+].[H-].[H-].[H-], predict the reaction product. The product is: [Si:1]([O:8][CH2:9][CH2:10][CH2:11][CH2:12][O:13][C:14]1[CH:15]=[C:16]([CH2:33][CH2:34][CH2:35][OH:36])[CH:17]=[C:18]([O:20][CH2:21][CH2:22][CH2:23][CH2:24][O:25][Si:26]([C:29]([CH3:31])([CH3:30])[CH3:32])([CH3:28])[CH3:27])[CH:19]=1)([C:4]([CH3:5])([CH3:6])[CH3:7])([CH3:3])[CH3:2]. (3) Given the reactants [Cl:1][C:2]1[CH:3]=[C:4]([N:9]2[C:18]3[C:13](=[CH:14][C:15]([F:25])=[C:16]([N:19]4[CH2:23][CH2:22][CH:21]([NH2:24])[CH2:20]4)[CH:17]=3)[C:12](=[O:26])[N:11]([OH:27])[C:10]2=[O:28])[CH:5]=[CH:6][C:7]=1[F:8].F[C:30](F)(F)C([O-])=O, predict the reaction product. The product is: [Cl:1][C:2]1[CH:3]=[C:4]([N:9]2[C:18]3[C:13](=[CH:14][C:15]([F:25])=[C:16]([N:19]4[CH2:20][CH2:21][N:24]([CH3:30])[CH2:22][CH2:23]4)[CH:17]=3)[C:12](=[O:26])[N:11]([OH:27])[C:10]2=[O:28])[CH:5]=[CH:6][C:7]=1[F:8]. (4) Given the reactants Br[C:2]1[CH:3]=[C:4]([CH:12]=[CH:13][CH:14]=1)[CH2:5][C:6]1([C:9]([OH:11])=[O:10])[CH2:8][CH2:7]1.[CH3:15][C:16]1[C:20]([CH:21]([OH:31])[CH2:22][CH2:23][CH2:24][C:25]2[CH:30]=[CH:29][CH:28]=[CH:27][CH:26]=2)=[C:19]([C:32]2[CH:37]=[CH:36][C:35](B3OC(C)(C)C(C)(C)O3)=[CH:34][CH:33]=2)[O:18][N:17]=1, predict the reaction product. The product is: [OH:31][CH:21]([C:20]1[C:16]([CH3:15])=[N:17][O:18][C:19]=1[C:32]1[CH:33]=[CH:34][C:35]([C:2]2[CH:14]=[CH:13][CH:12]=[C:4]([CH2:5][C:6]3([C:9]([OH:11])=[O:10])[CH2:8][CH2:7]3)[CH:3]=2)=[CH:36][CH:37]=1)[CH2:22][CH2:23][CH2:24][C:25]1[CH:30]=[CH:29][CH:28]=[CH:27][CH:26]=1. (5) Given the reactants N1C2C(=CC=CC=2)CC1.CC1C=CC(N(CC(O)=O)CC(O)=O)=C(OCCOC2C=C(C3NC4C=C(C(O)=O)C=CC=4C=3)C=CC=2N(CC(O)=O)CC(O)=O)C=1.CC1C(C)(C)C2C(=CC=CC=2)N=1.CI.[CH3:71][O:72][C:73]([CH2:75][CH2:76][N:77]([CH2:84][CH2:85]O)[CH2:78][CH2:79][C:80]([O:82][CH3:83])=[O:81])=[O:74].[Br:87][CH2:88][CH2:89][O:90][CH2:91][CH2:92][Br:93], predict the reaction product. The product is: [Br:87][CH2:88][CH2:89][O:90][CH2:91][CH2:92][Br:93].[Br:87][CH2:88][CH2:89][CH2:78][CH2:79][C:80]([O:82][CH3:83])=[O:81].[CH3:71][O:72][C:73]([CH2:75][CH2:76][N:77]([CH2:84][CH2:85][Br:87])[CH2:78][CH2:79][C:80]([O:82][CH3:83])=[O:81])=[O:74]. (6) Given the reactants [Cl:1][C:2]1[CH:3]=[CH:4][C:5]2[N:6]([CH:8]=[CH:9][N:10]=2)[N:7]=1.[Br:11]N1C(=O)CCC1=O, predict the reaction product. The product is: [Br:11][C:8]1[N:6]2[N:7]=[C:2]([Cl:1])[CH:3]=[CH:4][C:5]2=[N:10][CH:9]=1. (7) The product is: [Br:1][C:2]1[CH:3]=[N:4][C:5]2[N:6]([N:8]=[C:9]([C:11]([N:20]3[CH2:19][CH2:18][N:17]4[C:21]([C:24]5[CH:29]=[CH:28][N:27]=[CH:26][CH:25]=5)=[N:22][N:23]=[C:16]4[CH:15]3[CH3:14])=[O:13])[CH:10]=2)[CH:7]=1. Given the reactants [Br:1][C:2]1[CH:3]=[N:4][C:5]2[N:6]([N:8]=[C:9]([C:11]([OH:13])=O)[CH:10]=2)[CH:7]=1.[CH3:14][CH:15]1[NH:20][CH2:19][CH2:18][N:17]2[C:21]([C:24]3[CH:29]=[CH:28][N:27]=[CH:26][CH:25]=3)=[N:22][N:23]=[C:16]12, predict the reaction product. (8) Given the reactants [C:1]([C:4]1[NH:8][N:7]=[C:6]([O:9][S:10]([C:13]2[CH:18]=[CH:17][C:16]([CH3:19])=[CH:15][CH:14]=2)(=[O:12])=[O:11])[CH:5]=1)(=O)[CH3:2].[F:20][C:21]1[CH:30]=[CH:29][CH:28]=[CH:27][C:22]=1[C:23]([NH:25][NH2:26])=O, predict the reaction product. The product is: [F:20][C:21]1[CH:30]=[CH:29][CH:28]=[CH:27][C:22]=1[C:23]1[N:8]2[N:7]=[C:6]([O:9][S:10]([C:13]3[CH:18]=[CH:17][C:16]([CH3:19])=[CH:15][CH:14]=3)(=[O:12])=[O:11])[CH:5]=[C:4]2[C:1]([CH3:2])=[N:26][N:25]=1. (9) The product is: [CH:36]12[N:41]([C:19]([O:21][C:30]([CH3:31])([CH3:45])[CH3:29])=[O:20])[CH:39]([CH2:40][CH2:35]1)[CH2:38][NH:43][CH2:37]2. Given the reactants N1C2C(=CC=CC=2S(NC2C=CC([C:19]([OH:21])=[O:20])=CC=2)(=O)=O)C=CC=1.CCN=C=N[CH2:29][CH2:30][CH2:31]N(C)C.[CH:35]1[CH:36]=[CH:37][C:38]2[N:43](O)N=[N:41][C:39]=2[CH:40]=1.[CH3:45]CN(C(C)C)C(C)C, predict the reaction product.